From a dataset of Peptide-MHC class I binding affinity with 185,985 pairs from IEDB/IMGT. Regression. Given a peptide amino acid sequence and an MHC pseudo amino acid sequence, predict their binding affinity value. This is MHC class I binding data. (1) The peptide sequence is KTFGWLWKLV. The MHC is Mamu-A02 with pseudo-sequence Mamu-A02. The binding affinity (normalized) is 0.593. (2) The peptide sequence is RAFIYSIMET. The MHC is HLA-A02:01 with pseudo-sequence HLA-A02:01. The binding affinity (normalized) is 0.400. (3) The peptide sequence is RQVCHTTVPW. The MHC is Mamu-B17 with pseudo-sequence Mamu-B17. The binding affinity (normalized) is 0.349. (4) The peptide sequence is PSRSKMLKR. The MHC is HLA-A68:01 with pseudo-sequence HLA-A68:01. The binding affinity (normalized) is 0.